From a dataset of Peptide-MHC class I binding affinity with 185,985 pairs from IEDB/IMGT. Regression. Given a peptide amino acid sequence and an MHC pseudo amino acid sequence, predict their binding affinity value. This is MHC class I binding data. (1) The peptide sequence is PVGGNEKKAK. The MHC is HLA-A31:01 with pseudo-sequence HLA-A31:01. The binding affinity (normalized) is 0.132. (2) The peptide sequence is EVADRVIFM. The MHC is HLA-B07:02 with pseudo-sequence HLA-B07:02. The binding affinity (normalized) is 0.0847.